From a dataset of hERG potassium channel inhibition data for cardiac toxicity prediction from Karim et al.. Regression/Classification. Given a drug SMILES string, predict its toxicity properties. Task type varies by dataset: regression for continuous values (e.g., LD50, hERG inhibition percentage) or binary classification for toxic/non-toxic outcomes (e.g., AMES mutagenicity, cardiotoxicity, hepatotoxicity). Dataset: herg_karim. (1) The drug is CCN1CCN(c2cc3[nH]c(SC(C)(C)C)nc3cc2Cl)C(C)C1. The result is 1 (blocker). (2) The drug is CC(=O)N1CCN2CCCc3c(C)c4c(n3-c3ccc(C(N)=O)c(c3)NC[C@H]2C1)CC(C)(C)CC4=O. The result is 0 (non-blocker). (3) The drug is CCN(CC)CC#CCOC(=O)[C@](O)(c1ccccc1)C1CCCCC1. The result is 0 (non-blocker). (4) The compound is CN(C)C(=O)[C@@H]1CCCN1Cc1ccc2c(c1)CC[C@H](N(C)C(=O)c1ccc(-c3ccc(F)cc3)cc1)C2. The result is 1 (blocker). (5) The drug is CCCCCCCN1CCC(C(=O)c2ccccc2)CC1. The result is 1 (blocker). (6) The molecule is Clc1cccc(N2CCN(CCCCCOc3cc4ccccc4cn3)CC2)c1Cl. The result is 1 (blocker). (7) The compound is CCn1nnc2c(N3CCOCC3)nc(-c3ccc(NC(=O)Nc4ccc(C(=O)N5CCN(C)CC5)cc4)cc3)nc21. The result is 0 (non-blocker). (8) The drug is COC1COCCC1N[C@@H]1C[C@H]2CCC[C@@]2(C(=O)N2CCc3ccc(F)cc3C2)C1. The result is 0 (non-blocker). (9) The molecule is CC(C)COc1ccc(Cl)cc1-c1ccccc1-c1cccc(C(=O)O)n1. The result is 0 (non-blocker). (10) The drug is COCCc1ccc(Cl)c(CN(C(=O)[C@H]2CNCC[C@@H]2c2ccc(OCCOc3c(Cl)cc(C)cc3Cl)nc2)C2CC2)c1. The result is 1 (blocker).